This data is from NCI-60 drug combinations with 297,098 pairs across 59 cell lines. The task is: Regression. Given two drug SMILES strings and cell line genomic features, predict the synergy score measuring deviation from expected non-interaction effect. Drug 1: C1=CN(C=N1)CC(O)(P(=O)(O)O)P(=O)(O)O. Drug 2: CS(=O)(=O)OCCCCOS(=O)(=O)C. Cell line: SK-MEL-5. Synergy scores: CSS=0.676, Synergy_ZIP=0.281, Synergy_Bliss=0.347, Synergy_Loewe=-1.40, Synergy_HSA=-1.77.